Task: Predict the product of the given reaction.. Dataset: Forward reaction prediction with 1.9M reactions from USPTO patents (1976-2016) Given the reactants [NH2:1][C:2]1[S:3][C:4]2[CH:10]=[C:9]([C:11]3[CH:12]=[C:13]([N:23]4[CH:28]=[CH:27][C:26](=[O:29])[NH:25][C:24]4=[O:30])[CH:14]=[C:15]([C:19]([CH3:22])([CH3:21])[CH3:20])[C:16]=3[O:17][CH3:18])[CH:8]=[CH:7][C:5]=2[N:6]=1.N(O[C:34](C)([CH3:36])[CH3:35])=O, predict the reaction product. The product is: [C:19]([C:15]1[CH:14]=[C:13]([N:23]2[CH:28]=[CH:27][C:26](=[O:29])[NH:25][C:24]2=[O:30])[CH:12]=[C:11]([C:9]2[CH:8]=[CH:7][C:5]3[N:6]=[C:2]([NH:1][CH2:35][CH2:34][CH3:36])[S:3][C:4]=3[CH:10]=2)[C:16]=1[O:17][CH3:18])([CH3:22])([CH3:21])[CH3:20].